Dataset: CYP2C19 inhibition data for predicting drug metabolism from PubChem BioAssay. Task: Regression/Classification. Given a drug SMILES string, predict its absorption, distribution, metabolism, or excretion properties. Task type varies by dataset: regression for continuous measurements (e.g., permeability, clearance, half-life) or binary classification for categorical outcomes (e.g., BBB penetration, CYP inhibition). Dataset: cyp2c19_veith. (1) The drug is COC(=O)[C@@]1(Cc2ccccc2)[C@H]2c3cc(C(=O)N4CCCC4)n(CC4CC4)c3C[C@H]2CN1C(=O)c1ccccc1. The result is 1 (inhibitor). (2) The compound is COC(=O)c1cccc(NC(=O)CCCOc2ccccc2)c1. The result is 1 (inhibitor). (3) The compound is O=C(O)C/C(=C\c1ccccc1)C(=O)O. The result is 0 (non-inhibitor). (4) The drug is Cn1c(=O)c(-c2ccccc2)nc2cncnc21. The result is 0 (non-inhibitor). (5) The compound is Cc1noc(C)c1-c1nc(N2CCOCC2)c2ccccc2n1. The result is 0 (non-inhibitor). (6) The compound is COC(=O)[C@@]1(Cc2ccccc2)[C@H]2c3cc(C(=O)N4CCCC4)n(Cc4cccc5ccccc45)c3C[C@H]2CN1C(=O)c1ccccc1. The result is 1 (inhibitor). (7) The compound is Cc1ccc(-c2cc(C(=O)NN=C3CCCC3)c3ccccc3n2)cc1. The result is 1 (inhibitor). (8) The compound is COc1ccccc1NC(=O)COC(=O)c1ccc(S(=O)(=O)NCc2ccco2)cc1. The result is 1 (inhibitor). (9) The molecule is O=S(=O)(c1ccccc1)c1cnc(-c2cccnc2)nc1-c1ccc(Cl)cc1Cl. The result is 1 (inhibitor). (10) The drug is CC(=O)NN1C(=O)c2ccc(Oc3cccc([N+](=O)[O-])c3)cc2C1=O. The result is 1 (inhibitor).